Dataset: Forward reaction prediction with 1.9M reactions from USPTO patents (1976-2016). Task: Predict the product of the given reaction. (1) Given the reactants [CH3:1][O:2][C:3]1[CH:8]=[CH:7][C:6]([C:9]([C:16]2[CH:17]=[C:18]3[C:23](=[CH:24][CH:25]=2)[N:22]=[CH:21][CH:20]=[C:19]3/[CH:26]=[CH:27]/[C:28]2[CH:33]=[CH:32][CH:31]=[CH:30][CH:29]=2)([C:11]2[S:12][CH:13]=[CH:14][N:15]=2)O)=[CH:5][CH:4]=1.C([SiH](CC)CC)C, predict the reaction product. The product is: [CH3:1][O:2][C:3]1[CH:4]=[CH:5][C:6]([CH:9]([C:16]2[CH:17]=[C:18]3[C:23](=[CH:24][CH:25]=2)[N:22]=[CH:21][CH:20]=[C:19]3/[CH:26]=[CH:27]/[C:28]2[CH:33]=[CH:32][CH:31]=[CH:30][CH:29]=2)[C:11]2[S:12][CH:13]=[CH:14][N:15]=2)=[CH:7][CH:8]=1. (2) The product is: [OH:25][C:23]([C:22]([F:27])([F:26])[F:21])=[O:24].[N:3]1[CH:4]=[CH:5][CH:6]=[N:1][C:2]=1[C:7]1[CH:11]=[C:10]([CH2:12][NH2:13])[O:9][N:8]=1. Given the reactants [N:1]1[CH:6]=[CH:5][CH:4]=[N:3][C:2]=1[C:7]1[CH:11]=[C:10]([CH2:12][NH:13]C(=O)OC(C)(C)C)[O:9][N:8]=1.[F:21][C:22]([F:27])([F:26])[C:23]([OH:25])=[O:24], predict the reaction product. (3) Given the reactants [CH2:1]([O:8][C:9]([N:11]([CH2:23][C:24]([N:26]1[CH2:30][C@@H:29]([F:31])[CH2:28][C@H:27]1[C:32]#[N:33])=[O:25])[C:12]12[CH2:19][CH2:18][C:15]([C:20]([OH:22])=O)([CH2:16][CH2:17]1)[CH2:14][CH2:13]2)=[O:10])[C:2]1[CH:7]=[CH:6][CH:5]=[CH:4][CH:3]=1.O[N:35]1[C:39]2[CH:40]=[CH:41][CH:41]=[CH:40][C:39]=2[N:35]=N1.Cl.CN(C)[CH2:47][CH2:48]CN=C=NCC.C(C(N)CC)C, predict the reaction product. The product is: [CH2:1]([O:8][C:9]([N:11]([CH2:23][C:24]([N:26]1[CH2:30][C@@H:29]([F:31])[CH2:28][C@H:27]1[C:32]#[N:33])=[O:25])[C:12]12[CH2:17][CH2:16][C:15]([C:20]([N:35]([CH2:39][CH2:40][CH3:41])[CH2:47][CH3:48])=[O:22])([CH2:18][CH2:19]1)[CH2:14][CH2:13]2)=[O:10])[C:2]1[CH:3]=[CH:4][CH:5]=[CH:6][CH:7]=1. (4) Given the reactants C([O:3][C:4]([C:6]1[C:7]([CH3:27])=[N:8][C:9]([CH2:13][CH2:14][CH2:15][CH2:16][C:17]2[CH:22]=[CH:21][CH:20]=[C:19]([O:23][CH2:24][CH:25]=[CH2:26])[CH:18]=2)=[N:10][C:11]=1[CH3:12])=[O:5])C.O[Li].O, predict the reaction product. The product is: [CH2:24]([O:23][C:19]1[CH:18]=[C:17]([CH2:16][CH2:15][CH2:14][CH2:13][C:9]2[N:10]=[C:11]([CH3:12])[C:6]([C:4]([OH:5])=[O:3])=[C:7]([CH3:27])[N:8]=2)[CH:22]=[CH:21][CH:20]=1)[CH:25]=[CH2:26]. (5) Given the reactants [F:1][C:2]1[CH:7]=[CH:6][C:5]([C:8]2[C:12]([CH:13]=O)=[C:11]([CH3:15])[O:10][N:9]=2)=[CH:4][CH:3]=1.Cl.[CH3:17][O:18][C:19]([C:21]1[NH:22][N:23]=[C:24]([NH2:26])[CH:25]=1)=[O:20].C(O)(=O)C.C([BH3-])#N.[Na+], predict the reaction product. The product is: [CH3:17][O:18][C:19]([C:21]1[NH:22][N:23]=[C:24]([NH:26][CH2:13][C:12]2[C:8]([C:5]3[CH:6]=[CH:7][C:2]([F:1])=[CH:3][CH:4]=3)=[N:9][O:10][C:11]=2[CH3:15])[CH:25]=1)=[O:20]. (6) Given the reactants [NH2:1][C:2]1[CH:3]=[CH:4][CH:5]=[C:6]2[C:10]=1[NH:9][CH:8]=[CH:7]2.[F:11][C:12]1[CH:17]=[CH:16][C:15]([C:18](O)([CH2:21][CH3:22])[CH2:19][CH3:20])=[CH:14][CH:13]=1, predict the reaction product. The product is: [CH2:19]([C:18]([C:7]1[C:6]2[C:10](=[C:2]([NH2:1])[CH:3]=[CH:4][CH:5]=2)[NH:9][CH:8]=1)([C:15]1[CH:14]=[CH:13][C:12]([F:11])=[CH:17][CH:16]=1)[CH2:21][CH3:22])[CH3:20]. (7) Given the reactants NC1C=C(Br)SC=1C(N)=O.Cl.N12CCC(CC1)C[C@H]2C(O)=O.C(N(C(C)C)C(C)C)C.F[P-](F)(F)(F)(F)F.N1(OC(N(C)C)=[N+](C)C)C2N=CC=CC=2N=N1.[Br:56][C:57]1[S:61][C:60]([C:62](=[O:64])[NH2:63])=[C:59]([NH:65][C:66]([C@@H:68]2[CH2:73][CH:72]3[CH2:74][CH2:75][N:69]2[CH2:70][CH2:71]3)=O)[CH:58]=1, predict the reaction product. The product is: [N:69]12[CH2:75][CH2:74][CH:72]([CH2:71][CH2:70]1)[CH2:73][C@H:68]2[C:66]1[NH:63][C:62](=[O:64])[C:60]2[S:61][C:57]([Br:56])=[CH:58][C:59]=2[N:65]=1. (8) Given the reactants [NH2:1][CH2:2][CH2:3][N:4]1[C:8]2[CH:9]=[CH:10][CH:11]=[CH:12][C:7]=2[N:6]([CH2:13][C:14]2[C:15]3[C:22]([CH3:23])=[CH:21][CH:20]=[CH:19][C:16]=3[S:17][CH:18]=2)[C:5]1=[O:24].C(N(CC)CC)C.[C:32]1([S:38]([N:41]=[C:42]=[O:43])(=[O:40])=[O:39])[CH:37]=[CH:36][CH:35]=[CH:34][CH:33]=1.Cl, predict the reaction product. The product is: [CH3:23][C:22]1[C:15]2[C:14]([CH2:13][N:6]3[C:7]4[CH:12]=[CH:11][CH:10]=[CH:9][C:8]=4[N:4]([CH2:3][CH2:2][NH:1][C:42]([NH:41][S:38]([C:32]4[CH:33]=[CH:34][CH:35]=[CH:36][CH:37]=4)(=[O:40])=[O:39])=[O:43])[C:5]3=[O:24])=[CH:18][S:17][C:16]=2[CH:19]=[CH:20][CH:21]=1. (9) Given the reactants O1CCCCC1[N:7]1[C:15]2[C:10](=[CH:11][C:12]([C:16]3[N:20]=[CH:19][N:18](C(C4C=CC=CC=4)(C4C=CC=CC=4)C4C=CC=CC=4)[N:17]=3)=[CH:13][CH:14]=2)[C:9]([C:40]2[CH:41]=[C:42]([NH2:46])[CH:43]=[CH:44][CH:45]=2)=[N:8]1.[CH3:47][C:48]1[CH:56]=[CH:55][C:51]([C:52](Cl)=[O:53])=[CH:50][CH:49]=1.O, predict the reaction product. The product is: [NH:18]1[CH:19]=[N:20][C:16]([C:12]2[CH:11]=[C:10]3[C:15](=[CH:14][CH:13]=2)[NH:7][N:8]=[C:9]3[C:40]2[CH:41]=[C:42]([NH:46][C:52]([C:51]3[CH:55]=[CH:56][C:48]([CH3:47])=[CH:49][CH:50]=3)=[O:53])[CH:43]=[CH:44][CH:45]=2)=[N:17]1. (10) Given the reactants [Cl:1][C:2]1[CH:3]=[C:4]([C:9]([N:14]2[CH2:19][CH2:18][CH:17]([CH2:20][OH:21])[CH2:16][CH2:15]2)([CH3:13])[CH2:10][O:11][CH3:12])[CH:5]=[C:6]([Cl:8])[CH:7]=1.[CH:22]1([C:25]2[C:26](O)=[CH:27][C:28]([F:35])=[C:29]([CH:34]=2)[C:30]([O:32][CH3:33])=[O:31])[CH2:24][CH2:23]1.C1(P(C2C=CC=CC=2)C2C=CC=CC=2)C=CC=CC=1.N(C([O-])=O)=NC([O-])=O, predict the reaction product. The product is: [CH:22]1([C:25]2[C:26]([O:21][CH2:20][CH:17]3[CH2:16][CH2:15][N:14]([C@@:9]([C:4]4[CH:3]=[C:2]([Cl:1])[CH:7]=[C:6]([Cl:8])[CH:5]=4)([CH3:13])[CH2:10][O:11][CH3:12])[CH2:19][CH2:18]3)=[CH:27][C:28]([F:35])=[C:29]([CH:34]=2)[C:30]([O:32][CH3:33])=[O:31])[CH2:23][CH2:24]1.